From a dataset of Forward reaction prediction with 1.9M reactions from USPTO patents (1976-2016). Predict the product of the given reaction. Given the reactants N#N.[NH:3]1[C:7]2[CH:8]=[CH:9][CH:10]=[CH:11][C:6]=2[N:5]=[C:4]1[C@H:12]([NH:22][C:23](=[O:39])[NH:24][CH2:25][CH:26]1[CH2:31][CH2:30][N:29](C(OC(C)(C)C)=O)[CH2:28][CH2:27]1)[CH2:13][C:14]1[CH:19]=[CH:18][C:17]([O:20][CH3:21])=[CH:16][CH:15]=1.FC(F)(F)S(O[Si](C(C)(C)C)(C)C)(=O)=O, predict the reaction product. The product is: [NH:3]1[C:7]2[CH:8]=[CH:9][CH:10]=[CH:11][C:6]=2[N:5]=[C:4]1[C@H:12]([NH:22][C:23]([NH:24][CH2:25][CH:26]1[CH2:31][CH2:30][NH:29][CH2:28][CH2:27]1)=[O:39])[CH2:13][C:14]1[CH:15]=[CH:16][C:17]([O:20][CH3:21])=[CH:18][CH:19]=1.